The task is: Regression. Given a peptide amino acid sequence and an MHC pseudo amino acid sequence, predict their binding affinity value. This is MHC class II binding data.. This data is from Peptide-MHC class II binding affinity with 134,281 pairs from IEDB. (1) The peptide sequence is TSLYVRASGRVTVST. The MHC is DRB1_1501 with pseudo-sequence DRB1_1501. The binding affinity (normalized) is 0.327. (2) The binding affinity (normalized) is 0.845. The MHC is HLA-DQA10501-DQB10301 with pseudo-sequence HLA-DQA10501-DQB10301. The peptide sequence is HPDYAILAARIAVSN.